Predict the product of the given reaction. From a dataset of Forward reaction prediction with 1.9M reactions from USPTO patents (1976-2016). (1) Given the reactants [C:1]([O:6][CH2:7][CH3:8])(=[O:5])[C:2]([CH3:4])=[O:3].N1C=CC=CC=1.[C:15](Cl)(=[O:22])[C:16]1[CH:21]=[CH:20][CH:19]=[CH:18][CH:17]=1.C(=O)([O-])O.[Na+], predict the reaction product. The product is: [C:15]([O:3][C:2](=[CH2:4])[C:1]([O:6][CH2:7][CH3:8])=[O:5])(=[O:22])[C:16]1[CH:21]=[CH:20][CH:19]=[CH:18][CH:17]=1. (2) Given the reactants [Br:1][C:2]1[CH:11]=[C:10]2[C:5]([C:6](=[O:12])[NH:7][CH:8]=[N:9]2)=[CH:4][CH:3]=1.[N+:13]([O-])([OH:15])=[O:14], predict the reaction product. The product is: [Br:1][C:2]1[CH:11]=[C:10]2[C:5]([C:6](=[O:12])[NH:7][CH:8]=[N:9]2)=[CH:4][C:3]=1[N+:13]([O-:15])=[O:14]. (3) Given the reactants [OH-].[Li+].[F:3][C:4]1[CH:27]=[CH:26][CH:25]=[C:24]([F:28])[C:5]=1[CH2:6][O:7][C:8]1[C:9]2[N:10]([C:15]([C:19]([O:21]CC)=[O:20])=[C:16]([CH3:18])[N:17]=2)[CH:11]=[CH:12][C:13]=1[F:14].Cl, predict the reaction product. The product is: [F:3][C:4]1[CH:27]=[CH:26][CH:25]=[C:24]([F:28])[C:5]=1[CH2:6][O:7][C:8]1[C:9]2[N:10]([C:15]([C:19]([OH:21])=[O:20])=[C:16]([CH3:18])[N:17]=2)[CH:11]=[CH:12][C:13]=1[F:14]. (4) Given the reactants C[O:2][C:3](=[O:33])[CH2:4][O:5][C:6]1[C:19]2[S:18][C:17]3[C:12](=[CH:13][CH:14]=[CH:15][CH:16]=3)[S:11][C:10]=2[C:9]([C:20]2[O:21][C:22]([N:27]3[CH2:32][CH2:31][O:30][CH2:29][CH2:28]3)=[CH:23][C:24](=[O:26])[CH:25]=2)=[CH:8][CH:7]=1.[OH-].[Na+:35], predict the reaction product. The product is: [Na+:35].[N:27]1([C:22]2[O:21][C:20]([C:9]3[C:10]4[S:11][C:12]5[C:17](=[CH:16][CH:15]=[CH:14][CH:13]=5)[S:18][C:19]=4[C:6]([O:5][CH2:4][C:3]([O-:33])=[O:2])=[CH:7][CH:8]=3)=[CH:25][C:24](=[O:26])[CH:23]=2)[CH2:32][CH2:31][O:30][CH2:29][CH2:28]1. (5) Given the reactants [Br:1][C:2]1[CH:3]=[C:4]([F:11])[C:5]([CH2:9]Br)=[C:6]([F:8])[CH:7]=1.[Br:12][C:13]1[CH:18]=[CH:17][CH:16]=[C:15](Br)[N:14]=1, predict the reaction product. The product is: [Br:12][C:13]1[CH:18]=[CH:17][CH:16]=[C:15]([CH2:9][C:5]2[C:4]([F:11])=[CH:3][C:2]([Br:1])=[CH:7][C:6]=2[F:8])[N:14]=1. (6) Given the reactants [CH3:1][O:2][C:3]([C@H:5]1[CH2:10][CH2:9][C@H:8]([CH2:11][NH:12][C:13]2[CH:18]=[C:17]([O:19][CH3:20])[CH:16]=[CH:15][C:14]=2[N+:21]([O-])=O)[CH2:7][CH2:6]1)=[O:4].[H][H], predict the reaction product. The product is: [CH3:1][O:2][C:3]([C@H:5]1[CH2:6][CH2:7][C@H:8]([CH2:11][NH:12][C:13]2[CH:18]=[C:17]([O:19][CH3:20])[CH:16]=[CH:15][C:14]=2[NH2:21])[CH2:9][CH2:10]1)=[O:4]. (7) Given the reactants [BH4-].[Na+].[CH2:3]([Sn:7](I)([C:14]1[CH:19]=[CH:18][CH:17]=[CH:16][CH:15]=1)[C:8]1[CH:13]=[CH:12][CH:11]=[CH:10][CH:9]=1)[CH2:4][CH2:5][CH3:6], predict the reaction product. The product is: [CH2:3]([SnH:7]([C:14]1[CH:19]=[CH:18][CH:17]=[CH:16][CH:15]=1)[C:8]1[CH:9]=[CH:10][CH:11]=[CH:12][CH:13]=1)[CH2:4][CH2:5][CH3:6]. (8) Given the reactants [F-].C([N+](CCCC)(CCCC)CCCC)CCC.[F:19][C:20]1[CH:25]=[CH:24][C:23]([C:26]2[N:27]([Si](C(C)C)(C(C)C)C(C)C)[CH:28]=[C:29]([C:37]3([OH:43])[CH2:42][CH2:41][NH:40][CH2:39][CH2:38]3)[C:30]=2[C:31]2[CH:36]=[CH:35][N:34]=[CH:33][CH:32]=2)=[CH:22][CH:21]=1, predict the reaction product. The product is: [F:19][C:20]1[CH:25]=[CH:24][C:23]([C:26]2[NH:27][CH:28]=[C:29]([C:37]3([OH:43])[CH2:38][CH2:39][NH:40][CH2:41][CH2:42]3)[C:30]=2[C:31]2[CH:32]=[CH:33][N:34]=[CH:35][CH:36]=2)=[CH:22][CH:21]=1.